From a dataset of Catalyst prediction with 721,799 reactions and 888 catalyst types from USPTO. Predict which catalyst facilitates the given reaction. Reactant: [CH:1]([C@H:14]1[CH2:20][C@H:19]2[C@H:17]([O:18]2)[CH2:16][O:15]1)([C:8]1[CH:13]=[CH:12][CH:11]=[CH:10][CH:9]=1)[C:2]1[CH:7]=[CH:6][CH:5]=[CH:4][CH:3]=1.[CH2:21]([NH2:28])[C:22]1[CH:27]=[CH:26][CH:25]=[CH:24][CH:23]=1.CO. Product: [CH:1]([C@H:14]1[CH2:20][C@H:19]([OH:18])[C@@H:17]([NH:28][CH2:21][C:22]2[CH:27]=[CH:26][CH:25]=[CH:24][CH:23]=2)[CH2:16][O:15]1)([C:8]1[CH:13]=[CH:12][CH:11]=[CH:10][CH:9]=1)[C:2]1[CH:3]=[CH:4][CH:5]=[CH:6][CH:7]=1. The catalyst class is: 8.